The task is: Predict the reactants needed to synthesize the given product.. This data is from Full USPTO retrosynthesis dataset with 1.9M reactions from patents (1976-2016). (1) The reactants are: C([O:5][C:6](=O)[NH:7][CH2:8][CH2:9][C@H:10]([N:12]1[CH2:17][CH2:16][CH:15]([N:18]([CH2:27][C:28]2[CH:33]=[CH:32][CH:31]=[C:30]([C:34]#[N:35])[N:29]=2)[C:19]2[CH:24]=[CH:23][C:22]([O:25][CH3:26])=[CH:21][CH:20]=2)[CH2:14][CH2:13]1)[CH3:11])(C)(C)C.CCN=C=NCCCN(C)C.C1C=CC2N(O)N=NC=2C=1.Cl.[F:59][C:60]1[CH:68]=[C:67]([CH3:69])[C:63](C(O)=O)=[C:62]([CH3:70])[N:61]=1.CCN(C(C)C)C(C)C. Given the product [C:34]([C:30]1[N:29]=[C:28]([CH2:27][N:18]([C:19]2[CH:24]=[CH:23][C:22]([O:25][CH3:26])=[CH:21][CH:20]=2)[CH:15]2[CH2:14][CH2:13][N:12]([C@H:10]([CH3:11])[CH2:9][CH2:8][NH:7][C:6](=[O:5])[C:63]3[C:67]([CH3:69])=[CH:68][C:60]([F:59])=[N:61][C:62]=3[CH3:70])[CH2:17][CH2:16]2)[CH:33]=[CH:32][CH:31]=1)#[N:35], predict the reactants needed to synthesize it. (2) Given the product [CH:9]1([C:15]2[N:16]=[C:17]([C:20]3[CH:21]=[N:22][CH:23]=[CH:24][C:25]=3[CH3:26])[S:18][C:19]=2[I:31])[CH2:10][CH2:11][CH2:12][CH2:13][CH2:14]1, predict the reactants needed to synthesize it. The reactants are: [Li+].CC([N-]C(C)C)C.[CH:9]1([C:15]2[N:16]=[C:17]([C:20]3[CH:21]=[N:22][CH:23]=[CH:24][C:25]=3[CH3:26])[S:18][CH:19]=2)[CH2:14][CH2:13][CH2:12][CH2:11][CH2:10]1.C([I:31])(F)(F)F. (3) Given the product [F:34][C:31]1[CH:32]=[CH:33][C:28]([C:25]2[N:24]=[C:23]([CH3:35])[C:22]([CH2:21][O:19][C:6]3[CH:7]=[CH:8][C:9]([CH2:10][CH2:11][CH2:12][CH2:13][N:14]4[CH:18]=[CH:17][N:16]=[N:15]4)=[C:4]([CH3:3])[CH:5]=3)=[CH:27][CH:26]=2)=[CH:29][CH:30]=1, predict the reactants needed to synthesize it. The reactants are: [H-].[Na+].[CH3:3][C:4]1[CH:5]=[C:6]([OH:19])[CH:7]=[CH:8][C:9]=1[CH2:10][CH2:11][CH2:12][CH2:13][N:14]1[CH:18]=[CH:17][N:16]=[N:15]1.Cl[CH2:21][C:22]1[C:23]([CH3:35])=[N:24][C:25]([C:28]2[CH:33]=[CH:32][C:31]([F:34])=[CH:30][CH:29]=2)=[CH:26][CH:27]=1.O. (4) Given the product [Br:5][C:6]1[CH:7]=[C:8]2[C:13](=[CH:14][C:15]=1[O:16][CH3:17])[N:12]=[CH:11][CH:10]=[C:9]2[Cl:3], predict the reactants needed to synthesize it. The reactants are: S(Cl)([Cl:3])=O.[Br:5][C:6]1[CH:7]=[C:8]2[C:13](=[CH:14][C:15]=1[O:16][CH3:17])[NH:12][CH:11]=[CH:10][C:9]2=O.